Dataset: Peptide-MHC class II binding affinity with 134,281 pairs from IEDB. Task: Regression. Given a peptide amino acid sequence and an MHC pseudo amino acid sequence, predict their binding affinity value. This is MHC class II binding data. The peptide sequence is YDKFLANVSTVLTGT. The MHC is DRB1_0701 with pseudo-sequence DRB1_0701. The binding affinity (normalized) is 0.761.